Dataset: Forward reaction prediction with 1.9M reactions from USPTO patents (1976-2016). Task: Predict the product of the given reaction. (1) Given the reactants [Cl:1][C:2]1[CH:7]=[CH:6][C:5]([C:8]2([CH2:15][C:16]#[N:17])[CH2:13][CH2:12][CH2:11][CH2:10][C:9]2=[O:14])=[CH:4][CH:3]=1.[Br:18]Br, predict the reaction product. The product is: [Br:18][CH:10]1[CH2:11][CH2:12][CH2:13][C:8]([CH2:15][C:16]#[N:17])([C:5]2[CH:4]=[CH:3][C:2]([Cl:1])=[CH:7][CH:6]=2)[C:9]1=[O:14]. (2) Given the reactants [CH:1]([N:4]1[N:13]=[C:12]([NH:14][C:15]2[CH:19]=[C:18]([CH3:20])[NH:17][N:16]=2)[C:11]2[C:6](=[CH:7][C:8]([NH:21][CH3:22])=[CH:9][CH:10]=2)[C:5]1=[O:23])([CH3:3])[CH3:2].[H-].[Na+].[CH3:26][O:27][CH2:28][C:29](Cl)=[O:30].O, predict the reaction product. The product is: [CH:1]([N:4]1[C:5](=[O:23])[C:6]2[C:11](=[CH:10][CH:9]=[C:8]([N:21]([CH3:22])[C:29](=[O:30])[CH2:28][O:27][CH3:26])[CH:7]=2)[C:12]([NH:14][C:15]2[CH:19]=[C:18]([CH3:20])[NH:17][N:16]=2)=[N:13]1)([CH3:3])[CH3:2]. (3) Given the reactants [NH:1]1[CH2:6][CH2:5][CH:4]([NH:7][C:8](=[O:14])[O:9][C:10]([CH3:13])([CH3:12])[CH3:11])[CH2:3][CH2:2]1.Br[C:16]1[CH:17]=[CH:18][CH:19]=[C:20]2[C:25]=1[N:24]=[C:23]([C:26]1[N:30]3[CH:31]=[CH:32][C:33]([C:35]4[CH:36]=[N:37][CH:38]=[CH:39][CH:40]=4)=[CH:34][C:29]3=[N:28][CH:27]=1)[CH:22]=[CH:21]2, predict the reaction product. The product is: [N:37]1[CH:38]=[CH:39][CH:40]=[C:35]([C:33]2[CH:32]=[CH:31][N:30]3[C:26]([C:23]4[CH:22]=[CH:21][C:20]5[C:25](=[C:16]([N:1]6[CH2:2][CH2:3][CH:4]([NH:7][C:8](=[O:14])[O:9][C:10]([CH3:11])([CH3:13])[CH3:12])[CH2:5][CH2:6]6)[CH:17]=[CH:18][CH:19]=5)[N:24]=4)=[CH:27][N:28]=[C:29]3[CH:34]=2)[CH:36]=1. (4) Given the reactants [Cl:1][C:2]1[C:11]([CH:12]=[O:13])=[CH:10][C:9]2[C:4](=[CH:5][C:6]([F:14])=[CH:7][CH:8]=2)[N:3]=1.[CH3:15][Mg+].[Br-], predict the reaction product. The product is: [Cl:1][C:2]1[C:11]([CH:12]([OH:13])[CH3:15])=[CH:10][C:9]2[C:4](=[CH:5][C:6]([F:14])=[CH:7][CH:8]=2)[N:3]=1. (5) Given the reactants [H-].[Al+3].[Li+].[H-].[H-].[H-].[Si:7]([O:24][C@H:25]([CH2:40][CH2:41][CH2:42][CH2:43][CH2:44][CH3:45])[CH2:26]/[CH:27]=[CH:28]\[CH2:29][CH2:30][CH2:31][CH2:32][CH2:33][CH2:34][CH2:35][C:36](OC)=[O:37])([C:20]([CH3:23])([CH3:22])[CH3:21])([C:14]1[CH:19]=[CH:18][CH:17]=[CH:16][CH:15]=1)[C:8]1[CH:13]=[CH:12][CH:11]=[CH:10][CH:9]=1.[OH-].[Na+], predict the reaction product. The product is: [Si:7]([O:24][C@H:25]([CH2:40][CH2:41][CH2:42][CH2:43][CH2:44][CH3:45])[CH2:26]/[CH:27]=[CH:28]\[CH2:29][CH2:30][CH2:31][CH2:32][CH2:33][CH2:34][CH2:35][CH2:36][OH:37])([C:20]([CH3:22])([CH3:23])[CH3:21])([C:14]1[CH:15]=[CH:16][CH:17]=[CH:18][CH:19]=1)[C:8]1[CH:9]=[CH:10][CH:11]=[CH:12][CH:13]=1. (6) Given the reactants [Si:1]([O:8][CH2:9][C:10]1[CH:11]=[CH:12][C:13]([CH2:16][OH:17])=[N:14][CH:15]=1)([C:4]([CH3:7])([CH3:6])[CH3:5])([CH3:3])[CH3:2].Cl[C:19]1[C:28]2[C:23](=[CH:24][CH:25]=[CH:26][CH:27]=2)[C:22]2=[N:29][N:30]=[C:31]([C:32]3[CH:36]=[C:35]([CH3:37])[O:34][N:33]=3)[N:21]2[N:20]=1.C1C2C(=CC=CC=2)C=NN=1, predict the reaction product. The product is: [Si:1]([O:8][CH2:9][C:10]1[CH:11]=[CH:12][C:13]([CH2:16][O:17][C:19]2[C:28]3[C:23](=[CH:24][CH:25]=[CH:26][CH:27]=3)[C:22]3=[N:29][N:30]=[C:31]([C:32]4[CH:36]=[C:35]([CH3:37])[O:34][N:33]=4)[N:21]3[N:20]=2)=[N:14][CH:15]=1)([C:4]([CH3:7])([CH3:6])[CH3:5])([CH3:3])[CH3:2].